Dataset: Catalyst prediction with 721,799 reactions and 888 catalyst types from USPTO. Task: Predict which catalyst facilitates the given reaction. (1) Reactant: [CH3:1][C@@H:2]1[C:7](=[O:8])[NH:6][C:5]2[CH:9]=[C:10]([C:13]([O:15][CH2:16][CH3:17])=[O:14])[CH:11]=[CH:12][C:4]=2[S:3]1.Cl[CH2:19][CH2:20][CH2:21][CH2:22][O:23][CH3:24].C(=O)([O-])[O-].[K+].[K+].[I-].[K+]. Product: [CH3:24][O:23][CH2:22][CH2:21][CH2:20][CH2:19][N:6]1[C:5]2[CH:9]=[C:10]([C:13]([O:15][CH2:16][CH3:17])=[O:14])[CH:11]=[CH:12][C:4]=2[S:3][C@H:2]([CH3:1])[C:7]1=[O:8]. The catalyst class is: 35. (2) Reactant: [NH2:1][C@@H:2]([CH:4]1[CH2:9][CH2:8][N:7]([C:10]([O:12][C:13]([CH3:16])([CH3:15])[CH3:14])=[O:11])[CH2:6][CH2:5]1)[CH3:3].[Br:17][C:18]1[CH:23]=[CH:22][CH:21]=[CH:20][C:19]=1[CH:24]([C:29](=O)[CH3:30])[C:25]([O:27][CH3:28])=[O:26].C(O)(=O)C. Product: [Br:17][C:18]1[CH:23]=[CH:22][CH:21]=[CH:20][C:19]=1/[C:24](/[C:25]([O:27][CH3:28])=[O:26])=[C:29](\[NH:1][C@@H:2]([CH:4]1[CH2:5][CH2:6][N:7]([C:10]([O:12][C:13]([CH3:15])([CH3:14])[CH3:16])=[O:11])[CH2:8][CH2:9]1)[CH3:3])/[CH3:30]. The catalyst class is: 8. (3) The catalyst class is: 22. Reactant: [C:1](Cl)(=[O:3])[CH3:2].[CH3:5][O:6][C:7]1[CH:16]=[C:15]2[C:10]([CH:11]=[CH:12][CH:13]=[C:14]2[CH2:17][CH2:18][NH2:19])=[CH:9][CH:8]=1.N1C=CC=CC=1. Product: [CH3:5][O:6][C:7]1[CH:16]=[C:15]2[C:10]([CH:11]=[CH:12][CH:13]=[C:14]2[CH2:17][CH2:18][NH:19][C:1](=[O:3])[CH3:2])=[CH:9][CH:8]=1. (4) Product: [F:13][C:12]([F:15])([F:14])[C:9]1[C:10]([NH:16][CH2:17][C:18]([NH:20][CH:21]2[CH2:24][N:23]([C:25]([O:27][C:28]([CH3:31])([CH3:30])[CH3:29])=[O:26])[CH2:22]2)=[O:19])=[C:11]2[C:6](=[CH:7][CH:8]=1)[CH:5]=[N:4][N:3]=[CH:2]2. Reactant: Cl[C:2]1[C:11]2[C:6](=[CH:7][CH:8]=[C:9]([C:12]([F:15])([F:14])[F:13])[CH:10]=2)[CH:5]=[N:4][N:3]=1.[NH2:16][CH2:17][C:18]([NH:20][CH:21]1[CH2:24][N:23]([C:25]([O:27][C:28]([CH3:31])([CH3:30])[CH3:29])=[O:26])[CH2:22]1)=[O:19].C(N(CC)CC)C. The catalyst class is: 270. (5) Reactant: [Cl:1][C:2]1[CH:3]=[C:4]([NH:19][C:20]2[C:21]3[N:28]([CH2:29][CH2:30][O:31][CH2:32][CH2:33][N:34]4C(=O)C5[C:36](=CC=CC=5)[C:35]4=[O:44])[CH:27]=[CH:26][C:22]=3[N:23]=[CH:24][N:25]=2)[CH:5]=[CH:6][C:7]=1[O:8][C:9]1[CH:14]=[CH:13][CH:12]=[C:11]([C:15]([F:18])([F:17])[F:16])[CH:10]=1.O.NN.C(=O)([O-])O.[Na+]. Product: [Cl:1][C:2]1[CH:3]=[C:4]([NH:19][C:20]2[C:21]3[N:28]([CH2:29][CH2:30][O:31][CH2:32][CH2:33][NH:34][C:35](=[O:44])[CH3:36])[CH:27]=[CH:26][C:22]=3[N:23]=[CH:24][N:25]=2)[CH:5]=[CH:6][C:7]=1[O:8][C:9]1[CH:14]=[CH:13][CH:12]=[C:11]([C:15]([F:18])([F:16])[F:17])[CH:10]=1. The catalyst class is: 8. (6) Reactant: [CH:1]1([C:7]2[N:11]3[C:12]4[CH:18]=[CH:17][N:16](S(C5C=CC(C)=CC=5)(=O)=O)[C:13]=4[N:14]=[CH:15][C:10]3=[C:9]([CH2:29][CH2:30][C:31]([O:33]CC)=[O:32])[N:8]=2)[CH2:6][CH2:5][CH2:4][CH2:3][CH2:2]1.[OH-].[Na+].Cl. Product: [CH:1]1([C:7]2[N:11]3[C:12]4[CH:18]=[CH:17][NH:16][C:13]=4[N:14]=[CH:15][C:10]3=[C:9]([CH2:29][CH2:30][C:31]([OH:33])=[O:32])[N:8]=2)[CH2:2][CH2:3][CH2:4][CH2:5][CH2:6]1. The catalyst class is: 12. (7) Reactant: [CH:1]([NH2:4])([CH3:3])[CH3:2].[CH3:5][C:6]1[C:7]([N+:16]([O-:18])=[O:17])=[C:8]([S:12](Cl)(=[O:14])=[O:13])[CH:9]=[CH:10][CH:11]=1.O. Product: [CH3:5][C:6]1[C:7]([N+:16]([O-:18])=[O:17])=[C:8]([S:12]([NH:4][CH:1]([CH3:3])[CH3:2])(=[O:13])=[O:14])[CH:9]=[CH:10][CH:11]=1. The catalyst class is: 4. (8) Reactant: [N:1]1([C:12](=[O:13])[C:11]2[NH:10][CH:9]=[N:8][C:7]=2[N:5]([CH3:6])[C:3]1=[O:4])[CH3:2].[Br:14]Br. Product: [Br:14][C:9]1[NH:10][C:11]2[C:12](=[O:13])[N:1]([CH3:2])[C:3](=[O:4])[N:5]([CH3:6])[C:7]=2[N:8]=1. The catalyst class is: 86. (9) Reactant: [NH2:1][C:2]1[N:6]([C:7]2[CH:12]=[CH:11][C:10]([F:13])=[CH:9][CH:8]=2)[N:5]=[CH:4][C:3]=1[C:14]([NH:16][CH2:17][C:18]1([C:21]([F:24])([F:23])[F:22])[CH2:20][O:19]1)=[O:15].[CH2:25]([NH2:32])[C:26]1[CH:31]=[CH:30][CH:29]=[CH:28][CH:27]=1. Product: [NH2:1][C:2]1[N:6]([C:7]2[CH:12]=[CH:11][C:10]([F:13])=[CH:9][CH:8]=2)[N:5]=[CH:4][C:3]=1[C:14]([NH:16][CH2:17][C:18]([OH:19])([CH2:20][NH:32][CH2:25][C:26]1[CH:31]=[CH:30][CH:29]=[CH:28][CH:27]=1)[C:21]([F:22])([F:23])[F:24])=[O:15]. The catalyst class is: 12.